Task: Predict which catalyst facilitates the given reaction.. Dataset: Catalyst prediction with 721,799 reactions and 888 catalyst types from USPTO (1) Product: [Cl:1][C:2]1[N:3]=[C:4]([N:13]2[CH2:18][CH2:17][O:16][CH2:15][CH2:14]2)[C:5]2[S:10][C:9]([S:21]([CH3:25])(=[O:23])=[O:20])=[N:8][C:6]=2[N:7]=1. The catalyst class is: 24. Reactant: [Cl:1][C:2]1[N:3]=[C:4]([N:13]2[CH2:18][CH2:17][O:16][CH2:15][CH2:14]2)[C:5]2[S:10][C:9](SC)=[N:8][C:6]=2[N:7]=1.O[O:20][S:21]([O-:23])=O.[K+].[CH2:25](Cl)Cl. (2) Reactant: [CH2:1]([O:8][C:9]1[CH:14]=[CH:13][CH:12]=[C:11]([OH:15])[C:10]=1[C:16](=[O:18])[CH3:17])[C:2]1[CH:7]=[CH:6][CH:5]=[CH:4][CH:3]=1.[C:19]([O:23][C:24](=[O:31])[NH:25][CH2:26][CH2:27][CH2:28][CH2:29]I)([CH3:22])([CH3:21])[CH3:20].C([O-])([O-])=O.[K+].[K+].O. Product: [C:19]([O:23][C:24](=[O:31])[NH:25][CH2:26][CH2:27][CH2:28][CH2:29][O:15][C:11]1[CH:12]=[CH:13][CH:14]=[C:9]([O:8][CH2:1][C:2]2[CH:3]=[CH:4][CH:5]=[CH:6][CH:7]=2)[C:10]=1[C:16](=[O:18])[CH3:17])([CH3:22])([CH3:21])[CH3:20]. The catalyst class is: 3. (3) Reactant: [NH2:1][C:2]1[CH:3]=[CH:4][C:5]([C:12]2[CH:17]=[CH:16][C:15]([NH:18][C:19]([NH:21][C:22]3[CH:27]=[CH:26][CH:25]=[C:24]([CH3:28])[CH:23]=3)=[O:20])=[CH:14][CH:13]=2)=[C:6]2[C:10]=1[C:9](=[O:11])[NH:8][CH2:7]2.[C:29](Cl)(=[O:31])[CH3:30]. Product: [CH3:28][C:24]1[CH:23]=[C:22]([NH:21][C:19]([NH:18][C:15]2[CH:14]=[CH:13][C:12]([C:5]3[CH:4]=[CH:3][C:2]([NH:1][C:29](=[O:31])[CH3:30])=[C:10]4[C:6]=3[CH2:7][NH:8][C:9]4=[O:11])=[CH:17][CH:16]=2)=[O:20])[CH:27]=[CH:26][CH:25]=1. The catalyst class is: 1. (4) Reactant: [CH3:1][C@H:2]1[CH2:7][NH:6][C@H:5]([CH3:8])[CH2:4][N:3]1[C:9]1[C:18]2[C:13](=[CH:14][CH:15]=[CH:16][CH:17]=2)[C:12]([C:19]2[CH:24]=[CH:23][C:22]([F:25])=[CH:21][CH:20]=2)=[N:11][N:10]=1.[F:26][C:27]1[CH:32]=[CH:31][C:30]([N:33]=[C:34]=[O:35])=[CH:29][CH:28]=1.[ClH:36]. Product: [ClH:36].[F:26][C:27]1[CH:32]=[CH:31][C:30]([NH:33][C:34]([N:6]2[CH2:7][C@@H:2]([CH3:1])[N:3]([C:9]3[C:18]4[C:13](=[CH:14][CH:15]=[CH:16][CH:17]=4)[C:12]([C:19]4[CH:20]=[CH:21][C:22]([F:25])=[CH:23][CH:24]=4)=[N:11][N:10]=3)[CH2:4][C@@H:5]2[CH3:8])=[O:35])=[CH:29][CH:28]=1. The catalyst class is: 2. (5) Reactant: Br[C:2]1[CH:7]=[CH:6][C:5]([S:8]([NH:11][C:12]2[S:13][CH:14]=[CH:15][N:16]=2)(=[O:10])=[O:9])=[C:4]([F:17])[CH:3]=1.[F:18][C:19]([F:34])([F:33])[C:20]1[CH:32]=[CH:31][C:23]([CH2:24][N:25]2[CH:29]=[C:28]([NH2:30])[CH:27]=[N:26]2)=[CH:22][CH:21]=1.CC1(C)C2C=CC=C(P(C3C=CC=CC=3)C3C=CC=CC=3)C=2OC2C1=CC=CC=2P(C1C=CC=CC=1)C1C=CC=CC=1.CN(C)C(=O)C.CC(C)([O-])C.[Na+]. Product: [F:17][C:4]1[CH:3]=[C:2]([NH:30][C:28]2[CH:27]=[N:26][N:25]([CH2:24][C:23]3[CH:22]=[CH:21][C:20]([C:19]([F:34])([F:33])[F:18])=[CH:32][CH:31]=3)[CH:29]=2)[CH:7]=[CH:6][C:5]=1[S:8]([NH:11][C:12]1[S:13][CH:14]=[CH:15][N:16]=1)(=[O:10])=[O:9]. The catalyst class is: 110. (6) Reactant: Cl[C:2]1[C:7]([C:8]2[CH:13]=[CH:12][N:11]=[C:10]([NH:14][CH3:15])[N:9]=2)=[CH:6][CH:5]=[CH:4][N:3]=1.[C:16]1([C:22]2[C:31]3[C:26](=[CH:27][CH:28]=[CH:29][CH:30]=3)[C:25]([CH2:32][C:33]3[CH:38]=[CH:37][C:36]([OH:39])=[CH:35][CH:34]=3)=[N:24][N:23]=2)[CH:21]=[CH:20][CH:19]=[CH:18][CH:17]=1.C(=O)([O-])[O-].[Cs+].[Cs+].CS(C)=O. Product: [CH3:15][NH:14][C:10]1[N:9]=[C:8]([C:7]2[C:2]([O:39][C:36]3[CH:35]=[CH:34][C:33]([CH2:32][C:25]4[C:26]5[C:31](=[CH:30][CH:29]=[CH:28][CH:27]=5)[C:22]([C:16]5[CH:17]=[CH:18][CH:19]=[CH:20][CH:21]=5)=[N:23][N:24]=4)=[CH:38][CH:37]=3)=[N:3][CH:4]=[CH:5][CH:6]=2)[CH:13]=[CH:12][N:11]=1. The catalyst class is: 25.